From a dataset of Full USPTO retrosynthesis dataset with 1.9M reactions from patents (1976-2016). Predict the reactants needed to synthesize the given product. Given the product [F:55][C:54]([F:56])([F:57])[O:53][C:48]1[CH:49]=[CH:50][CH:51]=[CH:52][C:47]=1[CH2:46][N:1]1[C:9]2[C:4](=[CH:5][CH:6]=[CH:7][CH:8]=2)[C:3]2([C:13]3=[CH:14][C:15]4[O:19][CH2:18][O:17][C:16]=4[CH:20]=[C:12]3[O:11][CH2:10]2)[C:2]1=[O:21], predict the reactants needed to synthesize it. The reactants are: [NH:1]1[C:9]2[C:4](=[CH:5][CH:6]=[CH:7][CH:8]=2)[C:3]2([C:13]3=[CH:14][C:15]4[O:19][CH2:18][O:17][C:16]=4[CH:20]=[C:12]3[O:11][CH2:10]2)[C:2]1=[O:21].CC1(C)COC2=CC3OCC4(C=3C=C12)C1C(=CC=CC=1)NC4=O.Br[CH2:46][C:47]1[CH:52]=[CH:51][CH:50]=[CH:49][C:48]=1[O:53][C:54]([F:57])([F:56])[F:55].BrCC1OC(C(F)(F)F)=CC=1.